Dataset: Full USPTO retrosynthesis dataset with 1.9M reactions from patents (1976-2016). Task: Predict the reactants needed to synthesize the given product. (1) Given the product [CH3:7][C:3]([CH3:8])([CH2:2][O:1][Si:13]([CH3:16])([CH3:15])[C:9]([CH3:12])([CH3:11])[CH3:10])[C:4]([OH:6])=[O:5], predict the reactants needed to synthesize it. The reactants are: [OH:1][CH2:2][C:3]([CH3:8])([CH3:7])[C:4]([OH:6])=[O:5].[C:9]([Si:13]([CH3:16])([CH3:15])Cl)([CH3:12])([CH3:11])[CH3:10].N1C=CN=C1.[OH-].[Na+].Cl. (2) Given the product [OH:1][C:2]([C:32]1[CH:33]=[CH:34][CH:35]=[CH:36][CH:37]=1)([C:26]1[CH:27]=[CH:28][CH:29]=[CH:30][CH:31]=1)[CH:3]1[CH2:8][CH2:7][N:6]([CH2:9][CH2:10][CH2:11][CH:12]([C:14]2[CH:19]=[CH:18][C:17]([C:20]([CH3:25])([CH3:24])[C:21]([OH:23])=[O:22])=[CH:16][CH:15]=2)[OH:13])[CH2:5][CH2:4]1, predict the reactants needed to synthesize it. The reactants are: [OH:1][C:2]([C:32]1[CH:37]=[CH:36][CH:35]=[CH:34][CH:33]=1)([C:26]1[CH:31]=[CH:30][CH:29]=[CH:28][CH:27]=1)[CH:3]1[CH2:8][CH2:7][N:6]([CH2:9][CH2:10][CH2:11][C:12]([C:14]2[CH:19]=[CH:18][C:17]([C:20]([CH3:25])([CH3:24])[C:21]([OH:23])=[O:22])=[CH:16][CH:15]=2)=[O:13])[CH2:5][CH2:4]1.[BH4-].[Na+].